This data is from NCI-60 drug combinations with 297,098 pairs across 59 cell lines. The task is: Regression. Given two drug SMILES strings and cell line genomic features, predict the synergy score measuring deviation from expected non-interaction effect. (1) Drug 2: CNC(=O)C1=NC=CC(=C1)OC2=CC=C(C=C2)NC(=O)NC3=CC(=C(C=C3)Cl)C(F)(F)F. Drug 1: CC1=C2C(C(=O)C3(C(CC4C(C3C(C(C2(C)C)(CC1OC(=O)C(C(C5=CC=CC=C5)NC(=O)C6=CC=CC=C6)O)O)OC(=O)C7=CC=CC=C7)(CO4)OC(=O)C)O)C)OC(=O)C. Cell line: M14. Synergy scores: CSS=18.2, Synergy_ZIP=9.13, Synergy_Bliss=11.1, Synergy_Loewe=0.957, Synergy_HSA=9.86. (2) Drug 1: CC1OCC2C(O1)C(C(C(O2)OC3C4COC(=O)C4C(C5=CC6=C(C=C35)OCO6)C7=CC(=C(C(=C7)OC)O)OC)O)O. Drug 2: COC1=CC(=CC(=C1O)OC)C2C3C(COC3=O)C(C4=CC5=C(C=C24)OCO5)OC6C(C(C7C(O6)COC(O7)C8=CC=CS8)O)O. Cell line: A498. Synergy scores: CSS=34.3, Synergy_ZIP=-10.1, Synergy_Bliss=-6.45, Synergy_Loewe=0.428, Synergy_HSA=2.13. (3) Drug 1: CC(C1=C(C=CC(=C1Cl)F)Cl)OC2=C(N=CC(=C2)C3=CN(N=C3)C4CCNCC4)N. Drug 2: CC(C)(C#N)C1=CC(=CC(=C1)CN2C=NC=N2)C(C)(C)C#N. Cell line: OVCAR-5. Synergy scores: CSS=6.40, Synergy_ZIP=-1.16, Synergy_Bliss=-0.0655, Synergy_Loewe=-2.24, Synergy_HSA=-1.93. (4) Drug 1: CC1=C(C(=CC=C1)Cl)NC(=O)C2=CN=C(S2)NC3=CC(=NC(=N3)C)N4CCN(CC4)CCO. Drug 2: CCC1(CC2CC(C3=C(CCN(C2)C1)C4=CC=CC=C4N3)(C5=C(C=C6C(=C5)C78CCN9C7C(C=CC9)(C(C(C8N6C)(C(=O)OC)O)OC(=O)C)CC)OC)C(=O)OC)O.OS(=O)(=O)O. Cell line: NCI-H460. Synergy scores: CSS=-2.94, Synergy_ZIP=2.51, Synergy_Bliss=0.340, Synergy_Loewe=-5.36, Synergy_HSA=-4.90. (5) Drug 1: C1C(C(OC1N2C=C(C(=O)NC2=O)F)CO)O. Drug 2: C1CN(P(=O)(OC1)NCCCl)CCCl. Cell line: HCC-2998. Synergy scores: CSS=37.6, Synergy_ZIP=-0.804, Synergy_Bliss=-1.97, Synergy_Loewe=-16.0, Synergy_HSA=-2.08. (6) Drug 1: CC1=CC2C(CCC3(C2CCC3(C(=O)C)OC(=O)C)C)C4(C1=CC(=O)CC4)C. Drug 2: CCC(=C(C1=CC=CC=C1)C2=CC=C(C=C2)OCCN(C)C)C3=CC=CC=C3.C(C(=O)O)C(CC(=O)O)(C(=O)O)O. Cell line: SR. Synergy scores: CSS=1.64, Synergy_ZIP=-0.424, Synergy_Bliss=-1.06, Synergy_Loewe=-4.34, Synergy_HSA=-1.61. (7) Drug 1: C1=CC(=CC=C1CCC2=CNC3=C2C(=O)NC(=N3)N)C(=O)NC(CCC(=O)O)C(=O)O. Drug 2: CC1CCC2CC(C(=CC=CC=CC(CC(C(=O)C(C(C(=CC(C(=O)CC(OC(=O)C3CCCCN3C(=O)C(=O)C1(O2)O)C(C)CC4CCC(C(C4)OC)OCCO)C)C)O)OC)C)C)C)OC. Cell line: SR. Synergy scores: CSS=61.1, Synergy_ZIP=-8.31, Synergy_Bliss=-15.9, Synergy_Loewe=-9.89, Synergy_HSA=-7.55. (8) Drug 1: C1=CC(=CC=C1C#N)C(C2=CC=C(C=C2)C#N)N3C=NC=N3. Drug 2: CCC1=C2CN3C(=CC4=C(C3=O)COC(=O)C4(CC)O)C2=NC5=C1C=C(C=C5)O. Cell line: RXF 393. Synergy scores: CSS=-2.35, Synergy_ZIP=4.51, Synergy_Bliss=3.58, Synergy_Loewe=-9.48, Synergy_HSA=-6.72. (9) Drug 1: CN1CCC(CC1)COC2=C(C=C3C(=C2)N=CN=C3NC4=C(C=C(C=C4)Br)F)OC. Drug 2: C1CC(=O)NC(=O)C1N2C(=O)C3=CC=CC=C3C2=O. Cell line: 786-0. Synergy scores: CSS=6.53, Synergy_ZIP=0.358, Synergy_Bliss=4.58, Synergy_Loewe=-2.38, Synergy_HSA=3.41.